Dataset: Full USPTO retrosynthesis dataset with 1.9M reactions from patents (1976-2016). Task: Predict the reactants needed to synthesize the given product. (1) Given the product [F:14][C:11]1[CH:12]=[CH:13][C:8]2[N:9]([C:15]([CH3:16])=[C:6]([NH2:5])[N:7]=2)[CH:10]=1, predict the reactants needed to synthesize it. The reactants are: FC(F)(F)C([NH:5][C:6]1[N:7]=[C:8]2[CH:13]=[CH:12][C:11]([F:14])=[CH:10][N:9]2[C:15]=1[CH3:16])=O.C(=O)([O-])[O-].[K+].[K+]. (2) Given the product [O:27]1[CH2:28][CH2:29][CH2:30][CH:26]1[CH2:25][O:24][C:18]1[C:17]2[C:16](=[O:31])[N:15]([CH2:14][C:13]3[CH:12]=[CH:11][C:10]([C:3]4[CH:2]=[N:1][N:5]5[CH2:6][CH2:7][CH2:8][CH2:9][C:4]=45)=[CH:33][CH:32]=3)[CH2:23][C:22]=2[CH:21]=[CH:20][N:19]=1, predict the reactants needed to synthesize it. The reactants are: [N:1]1[N:5]2[CH:6]=[CH:7][CH:8]=[CH:9][C:4]2=[C:3]([C:10]2[CH:33]=[CH:32][C:13]([CH2:14][N:15]3[CH2:23][C:22]4[CH:21]=[CH:20][N:19]=[C:18]([O:24][CH2:25][CH:26]5[CH2:30][CH2:29][CH2:28][O:27]5)[C:17]=4[C:16]3=[O:31])=[CH:12][CH:11]=2)[CH:2]=1. (3) Given the product [C:1]([O:4][C:5]1[C:6]([C:15]2[C:24]3[C:19](=[CH:20][CH:21]=[CH:22][CH:23]=3)[CH:18]=[CH:17][CH:16]=2)=[C:7]2[C:12](=[CH:13][CH:14]=1)[CH:11]=[CH:10][CH:9]=[CH:8]2)(=[O:3])[CH3:2], predict the reactants needed to synthesize it. The reactants are: [C:1]([O:4][C:5]1[CH:14]=[CH:13][C:12]2[C:7](=[CH:8][CH:9]=[CH:10][CH:11]=2)[C:6]=1[C:15]1[C:24]2[C:19](=[CH:20][CH:21]=[CH:22][CH:23]=2)[CH:18]=[CH:17][C:16]=1OC=C)(=[O:3])[CH3:2].O. (4) Given the product [CH:16]([C:15]1[N:12]=[C:11]([N:8]2[CH2:7][CH2:6][CH:5]([CH2:4][CH2:3][CH2:2][OH:1])[CH2:10][CH2:9]2)[O:13][N:14]=1)([CH3:18])[CH3:17], predict the reactants needed to synthesize it. The reactants are: [OH:1][CH2:2][CH2:3][CH2:4][CH:5]1[CH2:10][CH2:9][N:8]([C:11]#[N:12])[CH2:7][CH2:6]1.[OH:13][NH:14][C:15](=N)[CH:16]([CH3:18])[CH3:17]. (5) Given the product [C:1]([C:3]1[CH:8]=[CH:7][C:6]([N:9]2[C@@H:17]([CH:18]3[CH2:19][CH2:20][CH2:21][CH2:22]3)[C@@H:16]3[C:11]([C:12]4[CH:26]=[CH:25][C:24]([C:27]([OH:29])=[O:28])=[CH:23][C:13]=4[CH2:14][CH2:15]3)=[N:10]2)=[CH:5][C:4]=1[CH3:30])#[N:2], predict the reactants needed to synthesize it. The reactants are: [C:1]([C:3]1[CH:8]=[CH:7][C:6]([N:9]2[CH:17]([CH:18]3[CH2:22][CH2:21][CH2:20][CH2:19]3)[CH:16]3[C:11]([C:12]4[CH:26]=[CH:25][C:24]([C:27]([OH:29])=[O:28])=[CH:23][C:13]=4[CH2:14][CH2:15]3)=[N:10]2)=[CH:5][C:4]=1[CH3:30])#[N:2].C(O)C.C(=O)=O. (6) Given the product [Cl:1][C:2]1[C:11]2[CH2:10][CH2:9][CH:8]([CH2:12][OH:17])[CH2:7][C:6]=2[N:5]=[CH:4][N:3]=1, predict the reactants needed to synthesize it. The reactants are: [Cl:1][C:2]1[C:11]2[CH2:10][CH2:9][CH:8]([CH:12]=C)[CH2:7][C:6]=2[N:5]=[CH:4][N:3]=1.[BH4-].[Na+].C[OH:17]. (7) Given the product [Cl:8][C:5]1[CH:6]=[CH:7][C:2]2[N:1]=[C:12]([C:14]3[CH:23]=[CH:22][C:17]([C:18]([O:20][CH3:21])=[O:19])=[CH:16][CH:15]=3)[CH2:11][O:9][C:3]=2[CH:4]=1, predict the reactants needed to synthesize it. The reactants are: [NH2:1][C:2]1[CH:7]=[CH:6][C:5]([Cl:8])=[CH:4][C:3]=1[OH:9].Br[CH2:11][C:12]([C:14]1[CH:23]=[CH:22][C:17]([C:18]([O:20][CH3:21])=[O:19])=[CH:16][CH:15]=1)=O. (8) Given the product [CH2:22]([C@H:10]1[CH2:9][NH:8][CH2:12][C@@H:11]1[CH2:13][N:14]([CH2:30][C:31]1[C:40]2[C:35](=[CH:36][CH:37]=[CH:38][CH:39]=2)[C:34]([C:41]#[N:42])=[CH:33][CH:32]=1)[C:15]1[CH:20]=[CH:19][C:18]([Cl:21])=[CH:17][CH:16]=1)[C:23]1[CH:24]=[CH:25][CH:26]=[CH:27][CH:28]=1, predict the reactants needed to synthesize it. The reactants are: C(OC([N:8]1[CH2:12][C@H:11]([CH2:13][NH:14][C:15]2[CH:20]=[CH:19][C:18]([Cl:21])=[CH:17][CH:16]=2)[C@@H:10]([CH2:22][C:23]2[CH:28]=[CH:27][CH:26]=[CH:25][CH:24]=2)[CH2:9]1)=O)(C)(C)C.Br[CH2:30][C:31]1[C:40]2[C:35](=[CH:36][CH:37]=[CH:38][CH:39]=2)[C:34]([C:41]#[N:42])=[CH:33][CH:32]=1.CC#N.O.CC#N. (9) Given the product [ClH:1].[ClH:1].[F:41][C:42]1[CH:76]=[C:75]([NH:77][C:78]([NH:80][C:81](=[O:89])[CH2:82][C:83]2[CH:84]=[CH:85][CH:86]=[CH:87][CH:88]=2)=[S:79])[CH:74]=[CH:73][C:43]=1[O:44][C:45]1[CH:50]=[CH:49][N:48]=[C:47]2[CH:51]=[C:52]([C:54]3[CH:55]=[CH:56][C:57]([N:60]4[CH2:65][CH2:64][NH:63][CH2:62][CH2:61]4)=[CH:58][CH:59]=3)[S:53][C:46]=12, predict the reactants needed to synthesize it. The reactants are: [ClH:1].FC1C=C(NC(NC(=O)CC2C=CC=CC=2)=S)C=CC=1OC1C=CN=C2C=C(C(NC[C@H]3CCNC3)=O)SC=12.[F:41][C:42]1[CH:76]=[C:75]([NH:77][C:78]([NH:80][C:81](=[O:89])[CH2:82][C:83]2[CH:88]=[CH:87][CH:86]=[CH:85][CH:84]=2)=[S:79])[CH:74]=[CH:73][C:43]=1[O:44][C:45]1[CH:50]=[CH:49][N:48]=[C:47]2[CH:51]=[C:52]([C:54]3[CH:59]=[CH:58][C:57]([N:60]4[CH2:65][CH2:64][N:63](C(OC(C)(C)C)=O)[CH2:62][CH2:61]4)=[CH:56][CH:55]=3)[S:53][C:46]=12. (10) Given the product [CH:47]([C:7]1[CH:8]=[CH:9][CH:10]=[C:11]2[C:16]=1[N:15]=[C:14]([NH:17][C:18]1[CH:19]=[CH:20][C:21]([S:24]([NH2:25])(=[O:27])=[O:26])=[CH:22][CH:23]=1)[N:13]=[CH:12]2)=[O:48], predict the reactants needed to synthesize it. The reactants are: FC(F)(F)S(O[C:7]1[CH:8]=[CH:9][CH:10]=[C:11]2[C:16]=1[N:15]=[C:14]([NH:17][C:18]1[CH:23]=[CH:22][C:21]([S:24](=[O:27])(=[O:26])[NH2:25])=[CH:20][CH:19]=1)[N:13]=[CH:12]2)(=O)=O.C(N(CC)CC)C.C([SiH](CC)CC)C.CN([CH:47]=[O:48])C.